Dataset: NCI-60 drug combinations with 297,098 pairs across 59 cell lines. Task: Regression. Given two drug SMILES strings and cell line genomic features, predict the synergy score measuring deviation from expected non-interaction effect. (1) Drug 1: CN(C)N=NC1=C(NC=N1)C(=O)N. Drug 2: C1=NC2=C(N=C(N=C2N1C3C(C(C(O3)CO)O)O)F)N. Cell line: NCI-H460. Synergy scores: CSS=6.33, Synergy_ZIP=-2.38, Synergy_Bliss=-4.89, Synergy_Loewe=-6.77, Synergy_HSA=-5.60. (2) Drug 1: CC1=C(N=C(N=C1N)C(CC(=O)N)NCC(C(=O)N)N)C(=O)NC(C(C2=CN=CN2)OC3C(C(C(C(O3)CO)O)O)OC4C(C(C(C(O4)CO)O)OC(=O)N)O)C(=O)NC(C)C(C(C)C(=O)NC(C(C)O)C(=O)NCCC5=NC(=CS5)C6=NC(=CS6)C(=O)NCCC[S+](C)C)O. Drug 2: C1CN(P(=O)(OC1)NCCCl)CCCl. Cell line: SK-MEL-28. Synergy scores: CSS=0.840, Synergy_ZIP=0.843, Synergy_Bliss=2.49, Synergy_Loewe=1.83, Synergy_HSA=-0.383. (3) Drug 1: CC1=C(C(CCC1)(C)C)C=CC(=CC=CC(=CC(=O)O)C)C. Drug 2: CN(C(=O)NC(C=O)C(C(C(CO)O)O)O)N=O. Cell line: LOX IMVI. Synergy scores: CSS=2.78, Synergy_ZIP=-3.21, Synergy_Bliss=-4.15, Synergy_Loewe=-3.81, Synergy_HSA=-1.93. (4) Drug 1: CC12CCC(CC1=CCC3C2CCC4(C3CC=C4C5=CN=CC=C5)C)O. Drug 2: COC1=C(C=C2C(=C1)N=CN=C2NC3=CC(=C(C=C3)F)Cl)OCCCN4CCOCC4. Cell line: HL-60(TB). Synergy scores: CSS=15.7, Synergy_ZIP=5.42, Synergy_Bliss=5.97, Synergy_Loewe=-1.34, Synergy_HSA=0.868.